Dataset: Peptide-MHC class II binding affinity with 134,281 pairs from IEDB. Task: Regression. Given a peptide amino acid sequence and an MHC pseudo amino acid sequence, predict their binding affinity value. This is MHC class II binding data. (1) The peptide sequence is LRTLVLAPTRVVLSE. The MHC is DRB4_0103 with pseudo-sequence DRB4_0103. The binding affinity (normalized) is 0.872. (2) The peptide sequence is TLEVHAVKPAAEEVK. The MHC is DRB4_0101 with pseudo-sequence DRB4_0103. The binding affinity (normalized) is 0.395. (3) The peptide sequence is LKDALSFHNDEIMKM. The MHC is DRB1_0101 with pseudo-sequence DRB1_0101. The binding affinity (normalized) is 0.525. (4) The peptide sequence is ILGLNKIVRMY. The MHC is DRB1_0405 with pseudo-sequence DRB1_0405. The binding affinity (normalized) is 0.342. (5) The peptide sequence is TSLENNFDEPPLPTT. The MHC is DRB1_0101 with pseudo-sequence DRB1_0101. The binding affinity (normalized) is 0.162.